From a dataset of Forward reaction prediction with 1.9M reactions from USPTO patents (1976-2016). Predict the product of the given reaction. (1) The product is: [Si:1]([O:8][C:9]1[CH:10]=[CH:11][CH:12]=[C:13]2[C:18]=1[N:17]=[C:16]([C:19]1[N:23]3[CH:24]=[CH:25][C:26]([CH:29]=[CH2:30])=[CH:27][C:22]3=[N:21][N:20]=1)[CH:15]=[CH:14]2)([C:4]([CH3:7])([CH3:6])[CH3:5])([CH3:3])[CH3:2]. Given the reactants [Si:1]([O:8][C:9]1[CH:10]=[CH:11][CH:12]=[C:13]2[C:18]=1[N:17]=[C:16]([C:19]1[N:23]3[CH:24]=[CH:25][C:26](I)=[CH:27][C:22]3=[N:21][N:20]=1)[CH:15]=[CH:14]2)([C:4]([CH3:7])([CH3:6])[CH3:5])([CH3:3])[CH3:2].[CH2:29]([Sn](CCCC)(CCCC)C=C)[CH2:30]CC.O1C=CC=C1P(C1OC=CC=1)C1OC=CC=1.C(N(CC)CC)C, predict the reaction product. (2) The product is: [NH2:16][C@@H:17]1[C:66](=[O:67])[N:19]2[C:20]([C:50]([O:52][CH:53]([C:54]3[CH:59]=[CH:58][CH:57]=[CH:56][CH:55]=3)[C:60]3[CH:65]=[CH:64][CH:63]=[CH:62][CH:61]=3)=[O:51])=[C:21]([S:24][CH2:25][C:26]3[CH:30]=[N:29][NH:28][CH:27]=3)[CH2:22][S:23][C@H:18]12. Given the reactants P(Cl)(Cl)(Cl)(Cl)Cl.C1(CC([NH:16][C@@H:17]2[C:66](=[O:67])[N:19]3[C:20]([C:50]([O:52][CH:53]([C:60]4[CH:65]=[CH:64][CH:63]=[CH:62][CH:61]=4)[C:54]4[CH:59]=[CH:58][CH:57]=[CH:56][CH:55]=4)=[O:51])=[C:21]([S:24][CH2:25][C:26]4[CH:27]=[N:28][N:29](C(C5C=CC=CC=5)(C5C=CC=CC=5)C5C=CC=CC=5)[CH:30]=4)[CH2:22][S:23][C@H:18]23)=O)C=CC=CC=1.Cl.[OH-].[Na+], predict the reaction product. (3) Given the reactants [C:1]([O:5][C:6]([N:8]1[CH2:13][CH2:12][C:11](=[O:14])[CH2:10][C@@H:9]1[CH3:15])=[O:7])([CH3:4])([CH3:3])[CH3:2].C[Si]([N-][Si](C)(C)C)(C)C.[Li+].[F:26][C:27]([F:46])([F:45])[S:28](N(C1C=CC=CC=1)[S:28]([C:27]([F:46])([F:45])[F:26])(=[O:30])=[O:29])(=[O:30])=[O:29].FC(F)(F)S(NC1C=CC=CC=1)(=O)=O, predict the reaction product. The product is: [CH3:15][C@@H:9]1[N:8]([C:6]([O:5][C:1]([CH3:4])([CH3:2])[CH3:3])=[O:7])[CH2:13][CH:12]=[C:11]([O:14][S:28]([C:27]([F:46])([F:45])[F:26])(=[O:30])=[O:29])[CH2:10]1. (4) Given the reactants C1(C[O:5][C:6]2[C:7]([O:26][CH3:27])=[CH:8][CH:9]=[C:10]3[C:15]=2[NH:14][C:13](=[O:16])[CH:12]=[C:11]3[NH:17][C:18]2[C:23]([CH3:24])=[CH:22][N:21]=[CH:20][C:19]=2[CH3:25])CC1.Cl.P([O-])([O-])([O-])=O.[OH-].[Na+], predict the reaction product. The product is: [CH3:25][C:19]1[CH:20]=[N:21][CH:22]=[C:23]([CH3:24])[C:18]=1[NH:17][C:11]1[C:10]2[C:15](=[C:6]([OH:5])[C:7]([O:26][CH3:27])=[CH:8][CH:9]=2)[NH:14][C:13](=[O:16])[CH:12]=1. (5) Given the reactants [F:1][C:2]([F:27])([F:26])[C@@:3]([CH2:17]SC1C=CC(C)=CC=1)([OH:16])[CH2:4][C:5]([C:8]1[CH:13]=[C:12]([F:14])[CH:11]=[CH:10][C:9]=1[CH3:15])([CH3:7])[CH3:6].F[B-](F)(F)F.C[O+](C)C.C(=O)([O-])[O-].[K+].[K+].C(=O)(O)[O-].[Na+], predict the reaction product. The product is: [F:14][C:12]1[CH:11]=[CH:10][C:9]([CH3:15])=[C:8]([C:5]([CH3:7])([CH3:6])[CH2:4][C@:3]2([C:2]([F:27])([F:26])[F:1])[CH2:17][O:16]2)[CH:13]=1.